Dataset: Peptide-MHC class II binding affinity with 134,281 pairs from IEDB. Task: Regression. Given a peptide amino acid sequence and an MHC pseudo amino acid sequence, predict their binding affinity value. This is MHC class II binding data. The peptide sequence is MGRDIKVQFQSGGAN. The MHC is DRB1_0101 with pseudo-sequence DRB1_0101. The binding affinity (normalized) is 0.238.